This data is from Reaction yield outcomes from USPTO patents with 853,638 reactions. The task is: Predict the reaction yield, written as a fraction of the theoretical maximum amount of product (1.0 means a 100% yield; for example, 0.34 means a 34% yield). (1) The product is [Cl:27][C:26]([Cl:29])([Cl:28])[CH2:25][O:24][C:22](=[O:23])[NH:3][C:4]1[CH:9]=[C:8]([C:10]([CH3:12])([CH3:13])[CH3:11])[CH:7]=[C:6]([NH:14][S:15]([CH3:18])(=[O:17])=[O:16])[C:5]=1[O:19][CH3:20]. The reactants are [OH-].[Na+].[NH2:3][C:4]1[C:5]([O:19][CH3:20])=[C:6]([NH:14][S:15]([CH3:18])(=[O:17])=[O:16])[CH:7]=[C:8]([C:10]([CH3:13])([CH3:12])[CH3:11])[CH:9]=1.Cl[C:22]([O:24][CH2:25][C:26]([Cl:29])([Cl:28])[Cl:27])=[O:23]. The yield is 0.750. No catalyst specified. (2) The reactants are [ClH:1].N[C:3]1[CH:4]=[CH:5][C:6]2[NH:11][C:10](=[O:12])[CH2:9][O:8][C:7]=2[CH:13]=1.N([O-])=O.[Na+].[S:18](=[O:20])=[O:19]. The catalyst is C(#N)C.O.O.O.[Cu](Cl)Cl.C(O)(=O)C. The product is [O:12]=[C:10]1[CH2:9][O:8][C:7]2[CH:13]=[C:3]([S:18]([Cl:1])(=[O:20])=[O:19])[CH:4]=[CH:5][C:6]=2[NH:11]1. The yield is 0.110. (3) The reactants are [F:1][C:2]1[C:3]([NH:27][C:28]2[CH:33]=[CH:32][C:31]([I:34])=[CH:30][C:29]=2[F:35])=[C:4]([CH:12]=[C:13](/[CH:16]=[N:17]/[O:18][CH2:19][CH2:20][NH:21][C:22](=[O:26])[CH:23]([CH3:25])[CH3:24])[C:14]=1[F:15])[C:5]([NH:7][O:8][CH2:9][CH2:10][OH:11])=[O:6].ClC(Cl)C(O)=O.O.C(=O)(O)[O-].[Na+]. The catalyst is C(Cl)Cl. The product is [F:1][C:2]1[C:3]([NH:27][C:28]2[CH:33]=[CH:32][C:31]([I:34])=[CH:30][C:29]=2[F:35])=[C:4]([CH:12]=[C:13]([CH2:16][NH:17][O:18][CH2:19][CH2:20][NH:21][C:22](=[O:26])[CH:23]([CH3:25])[CH3:24])[C:14]=1[F:15])[C:5]([NH:7][O:8][CH2:9][CH2:10][OH:11])=[O:6]. The yield is 0.710. (4) The reactants are Cl[C:2](Cl)([O:4]C(=O)OC(Cl)(Cl)Cl)Cl.[F:13][C:14]([F:27])([F:26])[C:15]1[CH:24]=[C:23]2[C:18]([C@@H:19]([NH2:25])[CH2:20][CH2:21][O:22]2)=[CH:17][CH:16]=1.C(N(CC)C(C)C)(C)C.OC(C(F)(F)F)=O.[Cl:44][C:45]1[CH:61]=[CH:60][C:48]([CH2:49][N:50]2[CH:54]=[N:53][N:52]=[C:51]2[C@H:55]2[CH2:59][CH2:58][CH2:57][NH:56]2)=[CH:47][CH:46]=1.C([O-])(O)=O.[Na+]. The catalyst is C(Cl)Cl.[Cl-].[Na+].O. The product is [Cl:44][C:45]1[CH:61]=[CH:60][C:48]([CH2:49][N:50]2[CH:54]=[N:53][N:52]=[C:51]2[C@H:55]2[CH2:59][CH2:58][CH2:57][N:56]2[C:2]([NH:25][C@@H:19]2[C:18]3[C:23](=[CH:24][C:15]([C:14]([F:13])([F:26])[F:27])=[CH:16][CH:17]=3)[O:22][CH2:21][CH2:20]2)=[O:4])=[CH:47][CH:46]=1. The yield is 0.526. (5) The reactants are Br[C:2]1[CH:3]=[N:4][C:5]([N:8]2[CH2:13][CH2:12][CH:11]([C:14]3[CH:15]=[CH:16][C:17]([CH2:20][O:21][C:22]4[CH:27]=[CH:26][C:25]([S:28]([CH3:31])(=[O:30])=[O:29])=[CH:24][CH:23]=4)=[N:18][CH:19]=3)[CH2:10][CH2:9]2)=[N:6][CH:7]=1.[C:32](B1OC(C)(C)C(C)(C)O1)([CH3:34])=[CH2:33].C(=O)([O-])[O-].[Cs+].[Cs+]. The catalyst is CN(C)C=O.O. The product is [C:32]([C:2]1[CH:3]=[N:4][C:5]([N:8]2[CH2:13][CH2:12][CH:11]([C:14]3[CH:15]=[CH:16][C:17]([CH2:20][O:21][C:22]4[CH:27]=[CH:26][C:25]([S:28]([CH3:31])(=[O:30])=[O:29])=[CH:24][CH:23]=4)=[N:18][CH:19]=3)[CH2:10][CH2:9]2)=[N:6][CH:7]=1)([CH3:34])=[CH2:33]. The yield is 0.780. (6) The reactants are CN([CH:4]=[C:5]1[C:26](=O)[C:10]2=[N:11][CH:12]=[C:13]([N:15]3[CH2:19][C@H:18]([CH2:20][NH:21][C:22](=[O:24])[CH3:23])[O:17][C:16]3=[O:25])[CH:14]=[C:9]2[CH2:8][CH2:7][CH2:6]1)C.Cl.[NH2:29][C:30]([NH2:32])=[NH:31].C([O-])([O-])=O.[K+].[K+].O. The catalyst is C(O)C.C(OCC)(=O)C. The product is [NH2:31][C:30]1[N:32]=[CH:4][C:5]2[CH2:6][CH2:7][CH2:8][C:9]3[CH:14]=[C:13]([N:15]4[CH2:19][C@H:18]([CH2:20][NH:21][C:22](=[O:24])[CH3:23])[O:17][C:16]4=[O:25])[CH:12]=[N:11][C:10]=3[C:26]=2[N:29]=1. The yield is 0.630. (7) The reactants are [Cl:1][C:2]1[CH:8]=[CH:7][C:5]([NH2:6])=[C:4]([F:9])[CH:3]=1.[Li]CCCC.Cl[Si](C)(C)CC[Si](Cl)(C)C.Cl[C:26]([O:28][CH2:29][C:30]1[CH:35]=[CH:34][CH:33]=[CH:32][CH:31]=1)=[O:27]. The catalyst is C1COCC1. The product is [NH2:6][C:5]1[C:4]([F:9])=[C:3]([C:2]([Cl:1])=[CH:8][CH:7]=1)[C:26]([O:28][CH2:29][C:30]1[CH:35]=[CH:34][CH:33]=[CH:32][CH:31]=1)=[O:27]. The yield is 0.450. (8) The reactants are [F:1][C:2]1[CH:7]=[CH:6][C:5]([C:8]2[C:12](/[CH:13]=[CH:14]/[C:15]3[CH:16]=[C:17]([C:20]([OH:22])=O)[NH:18][N:19]=3)=[C:11]([CH3:23])[O:10][N:9]=2)=[CH:4][CH:3]=1.[OH:24][CH2:25][CH:26]([NH2:28])[CH3:27]. No catalyst specified. The product is [OH:24][CH2:25][CH:26]([NH:28][C:20]([C:17]1[NH:18][N:19]=[C:15](/[CH:14]=[CH:13]/[C:12]2[C:8]([C:5]3[CH:4]=[CH:3][C:2]([F:1])=[CH:7][CH:6]=3)=[N:9][O:10][C:11]=2[CH3:23])[CH:16]=1)=[O:22])[CH3:27]. The yield is 0.410. (9) The reactants are [C:1](Cl)(=[O:8])[C:2]1[CH:7]=[CH:6][CH:5]=[CH:4][CH:3]=1.Cl[C:11]1[CH:12]=[C:13]([NH:19][NH2:20])[CH:14]=[CH:15][C:16]=1[O:17][CH3:18].N1C=CC=[CH:23][CH:22]=1. No catalyst specified. The product is [CH:22](=[N:20][N:19]([C:13]1[CH:14]=[CH:15][C:16]([O:17][CH3:18])=[CH:11][CH:12]=1)[C:1](=[O:8])[C:2]1[CH:7]=[CH:6][CH:5]=[CH:4][CH:3]=1)[CH3:23]. The yield is 0.580. (10) The reactants are [F:1][C:2]1[C:7]([F:8])=[CH:6][CH:5]=[CH:4][C:3]=1[C:9]#[C:10][C:11]1[CH:12]=[C:13]([C:23]([N:25]2[CH2:29][CH2:28][CH2:27][CH2:26]2)=[O:24])[N:14](C(OC(C)(C)C)=O)[CH:15]=1.C[Si]([N:34]=[N+:35]=[N-:36])(C)C. No catalyst specified. The product is [F:1][C:2]1[C:7]([F:8])=[CH:6][CH:5]=[CH:4][C:3]=1[C:9]1[NH:36][N:35]=[N:34][C:10]=1[C:11]1[CH:12]=[C:13]([C:23]([N:25]2[CH2:29][CH2:28][CH2:27][CH2:26]2)=[O:24])[NH:14][CH:15]=1. The yield is 0.110.